Dataset: Reaction yield outcomes from USPTO patents with 853,638 reactions. Task: Predict the reaction yield, written as a fraction of the theoretical maximum amount of product (1.0 means a 100% yield; for example, 0.34 means a 34% yield). (1) The reactants are I[C:2]1[CH:7]=[CH:6][CH:5]=[C:4]([CH2:8][O:9][CH2:10][CH2:11][C:12]2[CH:17]=[CH:16][CH:15]=[CH:14][CH:13]=2)[CH:3]=1.[C:18]([O:22][C:23]([N:25]1[CH2:28][CH2:27][C@H:26]1[CH2:29][O:30][C:31]1[CH:32]=[N:33][CH:34]=[C:35]([Sn](C)(C)C)[CH:36]=1)=[O:24])([CH3:21])([CH3:20])[CH3:19].[F-].[Cs+]. The catalyst is CN(C=O)C.[Cu]I.C1C=CC([P]([Pd]([P](C2C=CC=CC=2)(C2C=CC=CC=2)C2C=CC=CC=2)([P](C2C=CC=CC=2)(C2C=CC=CC=2)C2C=CC=CC=2)[P](C2C=CC=CC=2)(C2C=CC=CC=2)C2C=CC=CC=2)(C2C=CC=CC=2)C2C=CC=CC=2)=CC=1. The product is [C:18]([O:22][C:23]([N:25]1[CH2:28][CH2:27][C@H:26]1[CH2:29][O:30][C:31]1[CH:32]=[N:33][CH:34]=[C:35]([C:2]2[CH:7]=[CH:6][CH:5]=[C:4]([CH2:8][O:9][CH2:10][CH2:11][C:12]3[CH:17]=[CH:16][CH:15]=[CH:14][CH:13]=3)[CH:3]=2)[CH:36]=1)=[O:24])([CH3:21])([CH3:19])[CH3:20]. The yield is 0.550. (2) The reactants are C[Al](C)C.[NH2:5][C:6]1[CH:11]=[CH:10][CH:9]=[CH:8][CH:7]=1.C([O:14][C:15]([C:17]1[N:21]2[N:22]=[C:23]([Cl:27])[CH:24]=[C:25]([CH3:26])[C:20]2=[N:19][CH:18]=1)=O)C. The catalyst is ClCCl. The product is [C:6]1([NH:5][C:15]([C:17]2[N:21]3[N:22]=[C:23]([Cl:27])[CH:24]=[C:25]([CH3:26])[C:20]3=[N:19][CH:18]=2)=[O:14])[CH:11]=[CH:10][CH:9]=[CH:8][CH:7]=1. The yield is 0.670. (3) The reactants are [F:1][C:2]([F:53])([F:52])[C:3]1[CH:4]=[C:5]([CH:49]=[CH:50][CH:51]=1)[CH2:6][NH:7][C:8]([C:10]1[CH:15]=[CH:14][N:13]=[C:12]([C:16]2[CH:21]=[C:20]([N:22]([CH2:26][CH2:27][CH3:28])[CH2:23][CH2:24][CH3:25])[CH:19]=[CH:18][C:17]=2[NH:29][C:30]([C:32]2[CH:33]=[C:34]([CH:46]=[CH:47][CH:48]=2)[CH2:35][S:36][CH2:37][CH2:38][C:39]([O:41]C(C)(C)C)=[O:40])=[O:31])[CH:11]=1)=[O:9].FC(F)(F)C(O)=O. The catalyst is ClCCl. The product is [CH2:26]([N:22]([CH2:23][CH2:24][CH3:25])[C:20]1[CH:19]=[CH:18][C:17]([NH:29][C:30]([C:32]2[CH:33]=[C:34]([CH:46]=[CH:47][CH:48]=2)[CH2:35][S:36][CH2:37][CH2:38][C:39]([OH:41])=[O:40])=[O:31])=[C:16]([C:12]2[CH:11]=[C:10]([C:8](=[O:9])[NH:7][CH2:6][C:5]3[CH:49]=[CH:50][CH:51]=[C:3]([C:2]([F:53])([F:1])[F:52])[CH:4]=3)[CH:15]=[CH:14][N:13]=2)[CH:21]=1)[CH2:27][CH3:28]. The yield is 0.300. (4) The product is [OH:19][CH:20]([CH2:33][N:34]1[CH2:35][CH2:36][CH2:37][CH2:38]1)[CH2:21][NH:22][C:23]([C:25]1[CH:29]=[C:28]([CH3:30])[NH:27][C:26]=1/[CH:31]=[C:11]1\[C:12](=[O:18])[NH:13][C:14]2[C:10]\1=[C:9]([C:3]1[CH:4]=[CH:5][C:6]([F:8])=[CH:7][C:2]=1[F:1])[CH:17]=[CH:16][CH:15]=2)=[O:24]. The reactants are [F:1][C:2]1[CH:7]=[C:6]([F:8])[CH:5]=[CH:4][C:3]=1[C:9]1[CH:17]=[CH:16][CH:15]=[C:14]2[C:10]=1[CH2:11][C:12](=[O:18])[NH:13]2.[OH:19][CH:20]([CH2:33][N:34]1[CH2:38][CH2:37][CH2:36][CH2:35]1)[CH2:21][NH:22][C:23]([C:25]1[CH:29]=[C:28]([CH3:30])[NH:27][C:26]=1[CH:31]=O)=[O:24].N1CCCCC1. The yield is 0.600. The catalyst is C(O)C. (5) The reactants are [OH-].[Na+].[C:3]([O:7][C:8]([N:10]1[CH2:15][CH2:14][CH:13]([O:16][CH2:17][C:18]([O:20]CC)=[O:19])[CH2:12][CH2:11]1)=[O:9])([CH3:6])([CH3:5])[CH3:4]. The catalyst is CO.C1COCC1. The product is [C:3]([O:7][C:8]([N:10]1[CH2:11][CH2:12][CH:13]([O:16][CH2:17][C:18]([OH:20])=[O:19])[CH2:14][CH2:15]1)=[O:9])([CH3:6])([CH3:4])[CH3:5]. The yield is 0.290. (6) The reactants are C[O:2][C:3]1[N:4]=[N:5][C:6]([S:9]([N:12]2[CH:16]=[CH:15][CH:14]=[CH:13]2)(=[O:11])=[O:10])=[CH:7][CH:8]=1.Cl. The catalyst is O1CCOCC1. The product is [N:12]1([S:9]([C:6]2[CH:7]=[CH:8][C:3](=[O:2])[NH:4][N:5]=2)(=[O:11])=[O:10])[CH:16]=[CH:15][CH:14]=[CH:13]1. The yield is 0.690. (7) The reactants are [NH:1]1[CH2:8][CH2:7][CH2:6][C@@H:2]1[C:3]([NH2:5])=O.[Cl:9][CH2:10][C:11](Cl)=[O:12]. No catalyst specified. The product is [Cl:9][CH2:10][C:11]([N:1]1[CH2:8][CH2:7][CH2:6][C@@H:2]1[C:3]#[N:5])=[O:12]. The yield is 0.660.